This data is from Catalyst prediction with 721,799 reactions and 888 catalyst types from USPTO. The task is: Predict which catalyst facilitates the given reaction. (1) Reactant: FC(F)(F)S(O[C:7]1[CH:20]=[C:19]2[C:10]([O:11][C:12]3[CH:13]=[CH:14][C:15]([C:27]4[C:28]([F:33])=[N:29][CH:30]=[CH:31][CH:32]=4)=[CH:16][C:17]=3[C:18]32[N:25]=[C:24]([NH2:26])[CH2:23][O:22][CH2:21]3)=[C:9]([F:34])[CH:8]=1)(=O)=O.[F:37][C:38]1[CH:43]=[C:42](B(O)O)[CH:41]=[CH:40][N:39]=1.C(=O)([O-])[O-].[K+].[K+]. Product: [F:34][C:9]1[C:10]2[O:11][C:12]3[C:17](=[CH:16][C:15]([C:27]4[C:28]([F:33])=[N:29][CH:30]=[CH:31][CH:32]=4)=[CH:14][CH:13]=3)[C:18]3([N:25]=[C:24]([NH2:26])[CH2:23][O:22][CH2:21]3)[C:19]=2[CH:20]=[C:7]([C:42]2[CH:41]=[CH:40][N:39]=[C:38]([F:37])[CH:43]=2)[CH:8]=1. The catalyst class is: 819. (2) Reactant: [Cl:1][C:2]1[C:9]([F:10])=[CH:8][CH:7]=[C:6]([F:11])[C:3]=1[CH:4]=[O:5].[CH3:12][Mg]Cl.CO.Cl. Product: [Cl:1][C:2]1[C:9]([F:10])=[CH:8][CH:7]=[C:6]([F:11])[C:3]=1[CH:4]([OH:5])[CH3:12]. The catalyst class is: 56. (3) Reactant: [Cl:1][C:2]1[C:9]([O:10][CH3:11])=[C:8]([O:12][CH3:13])[CH:7]=[CH:6][C:3]=1[CH:4]=O.S([C:18]1[CH:24]=[CH:23][C:21](C)=[CH:20][CH:19]=1)(O)(=O)=O.[OH:25][NH:26][C:27]([NH:29][NH:30]C1C=CC=CC=1)=[NH:28]. Product: [Cl:1][C:2]1[C:9]([O:10][CH3:11])=[C:8]([O:12][CH3:13])[CH:7]=[CH:6][C:3]=1[CH:4]=[N:30][NH:29][C:27]([NH:26][OH:25])=[N:28][C:18]1[CH:24]=[CH:23][CH:21]=[CH:20][CH:19]=1. The catalyst class is: 5. (4) Reactant: [CH2:1]([N:8]1[CH2:12][CH:11]([CH3:13])[CH:10]([C:14]2[NH:19][C:18](=[O:20])[C:17]3=[CH:21][N:22]=[C:23](I)[N:16]3[N:15]=2)[CH2:9]1)[C:2]1[CH:7]=[CH:6][CH:5]=[CH:4][CH:3]=1.[C:25](=[O:28])([O-])[O-].[K+].[K+].[CH2:31](Br)[C:32]1C=CC=[CH:34][CH:33]=1. Product: [CH2:1]([N:8]1[CH2:12][CH:11]([CH3:13])[CH:10]([C:14]2[NH:19][C:18](=[O:20])[C:17]3=[CH:21][N:22]=[C:23]([CH:32]4[CH2:31][CH2:25][O:28][CH2:34][CH2:33]4)[N:16]3[N:15]=2)[CH2:9]1)[C:2]1[CH:7]=[CH:6][CH:5]=[CH:4][CH:3]=1. The catalyst class is: 10. (5) Reactant: [CH2:1]([O:8][C@H:9]1[C@H:15]([O:16][CH2:17][C:18]2[CH:23]=[CH:22][CH:21]=[CH:20][CH:19]=2)[C@@H:14]([O:24][CH2:25][C:26]2[CH:31]=[CH:30][CH:29]=[CH:28][CH:27]=2)[C@:13]2([C:33]3[CH:38]=[CH:37][C:36]([Cl:39])=[C:35]([CH2:40][C:41]4[CH:46]=[CH:45][C:44]([O:47][CH3:48])=[C:43]([F:49])[C:42]=4[F:50])[CH:34]=3)[O:32][C@@:10]1([CH:51]=[O:52])[CH2:11][O:12]2)[C:2]1[CH:7]=[CH:6][CH:5]=[CH:4][CH:3]=1.[CH3:53][Mg]Br. Product: [CH2:1]([O:8][C@H:9]1[C@H:15]([O:16][CH2:17][C:18]2[CH:19]=[CH:20][CH:21]=[CH:22][CH:23]=2)[C@@H:14]([O:24][CH2:25][C:26]2[CH:31]=[CH:30][CH:29]=[CH:28][CH:27]=2)[C@:13]2([C:33]3[CH:38]=[CH:37][C:36]([Cl:39])=[C:35]([CH2:40][C:41]4[CH:46]=[CH:45][C:44]([O:47][CH3:48])=[C:43]([F:49])[C:42]=4[F:50])[CH:34]=3)[O:32][C@@:10]1([CH:51]([OH:52])[CH3:53])[CH2:11][O:12]2)[C:2]1[CH:7]=[CH:6][CH:5]=[CH:4][CH:3]=1. The catalyst class is: 7. (6) Reactant: [N:1]1([C:10]2[N:18]=[C:17](Cl)[N:16]=[C:15]3[C:11]=2[N:12]=[CH:13][NH:14]3)[C:5]2[CH:6]=[CH:7][CH:8]=[CH:9][C:4]=2[N:3]=[CH:2]1.[CH3:20][NH2:21]. Product: [N:1]1([C:10]2[N:18]=[C:17]([NH:21][CH3:20])[N:16]=[C:15]3[C:11]=2[N:12]=[CH:13][NH:14]3)[C:5]2[CH:6]=[CH:7][CH:8]=[CH:9][C:4]=2[N:3]=[CH:2]1. The catalyst class is: 16.